Dataset: Reaction yield outcomes from USPTO patents with 853,638 reactions. Task: Predict the reaction yield, written as a fraction of the theoretical maximum amount of product (1.0 means a 100% yield; for example, 0.34 means a 34% yield). (1) The reactants are [CH2:1]([O:3][C:4](=[O:34])[CH2:5][N:6]([C@H:14]([CH2:25][C:26]1[CH:31]=[CH:30][C:29]([O:32][CH3:33])=[CH:28][CH:27]=1)[C:15]([N:17]1[CH2:21][CH2:20][CH2:19][C@H:18]1[C:22](O)=[O:23])=[O:16])[C:7]([O:9][C:10]([CH3:13])([CH3:12])[CH3:11])=[O:8])[CH3:2].[NH2:35][CH2:36][C:37]1[CH:38]=[C:39]2[C:44](=[CH:45][CH:46]=1)[C:43]([NH2:47])=[N:42][CH:41]=[CH:40]2.CN1CCOCC1.F[B-](F)(F)F.N1(OC(N(C)C)=[N+](C)C)C2C=CC=CC=2N=N1. The catalyst is CN(C)C=O. The product is [CH2:1]([O:3][C:4](=[O:34])[CH2:5][N:6]([C@H:14]([CH2:25][C:26]1[CH:27]=[CH:28][C:29]([O:32][CH3:33])=[CH:30][CH:31]=1)[C:15]([N:17]1[CH2:21][CH2:20][CH2:19][C@H:18]1[C:22](=[O:23])[NH:35][CH2:36][C:37]1[CH:38]=[C:39]2[C:44](=[CH:45][CH:46]=1)[C:43]([NH2:47])=[N:42][CH:41]=[CH:40]2)=[O:16])[C:7]([O:9][C:10]([CH3:12])([CH3:13])[CH3:11])=[O:8])[CH3:2]. The yield is 1.00. (2) The reactants are Br[CH2:2][C:3]1[CH:7]=[CH:6][S:5][CH:4]=1.[B:8]1([B:8]2[O:12][C:11]([CH3:14])([CH3:13])[C:10]([CH3:16])([CH3:15])[O:9]2)[O:12][C:11]([CH3:14])([CH3:13])[C:10]([CH3:16])([CH3:15])[O:9]1.C(=O)([O-])[O-].[K+].[K+]. The catalyst is O1CCOCC1.[Pd].C1(P(C2C=CC=CC=2)C2C=CC=CC=2)C=CC=CC=1.C1(P(C2C=CC=CC=2)C2C=CC=CC=2)C=CC=CC=1.C1(P(C2C=CC=CC=2)C2C=CC=CC=2)C=CC=CC=1.C1(P(C2C=CC=CC=2)C2C=CC=CC=2)C=CC=CC=1. The product is [CH3:15][C:10]1([CH3:16])[C:11]([CH3:14])([CH3:13])[O:12][B:8]([CH2:2][C:3]2[CH:7]=[CH:6][S:5][CH:4]=2)[O:9]1. The yield is 0.550. (3) The reactants are [CH2:1]([O:8][CH2:9][C@H:10]1[O:12][CH2:11]1)[C:2]1[CH:7]=[CH:6][CH:5]=[CH:4][CH:3]=1.[CH2:13]([Mg]Cl)[CH:14]=[CH2:15].O. The catalyst is C1COCC1. The product is [CH2:1]([O:8][CH2:9][C@H:10]([OH:12])[CH2:11][CH2:15][CH:14]=[CH2:13])[C:2]1[CH:3]=[CH:4][CH:5]=[CH:6][CH:7]=1. The yield is 0.350. (4) The reactants are C([O-])(=O)C.[NH4+:5].[CH3:6][CH:7]1[CH2:11][CH2:10][C:9](=O)[C@@H:8]1[C:13]([O:15][CH2:16][CH3:17])=[O:14]. The catalyst is CO. The product is [NH2:5][C:9]1[CH2:10][CH2:11][C@@H:7]([CH3:6])[C:8]=1[C:13]([O:15][CH2:16][CH3:17])=[O:14]. The yield is 0.970. (5) The reactants are [Br:1][C:2]1[CH:6]=[N:5][N:4]([CH3:7])[C:3]=1[C:8]1[CH:9]=[C:10]([NH2:24])[CH:11]=[CH:12][C:13]=1[O:14][CH2:15][CH2:16][N:17]1[CH2:23][CH2:22][CH2:21][O:20][CH2:19][CH2:18]1.C(N(CC)C(C)C)(C)C.[F:34][C:35]1[CH:36]=[C:37]([CH:41]=[CH:42][C:43]=1[C:44]([F:47])([F:46])[F:45])[C:38](Cl)=[O:39]. The catalyst is CC(N(C)C)=O.CS(C)=O. The product is [Br:1][C:2]1[CH:6]=[N:5][N:4]([CH3:7])[C:3]=1[C:8]1[CH:9]=[C:10]([NH:24][C:38](=[O:39])[C:37]2[CH:41]=[CH:42][C:43]([C:44]([F:45])([F:46])[F:47])=[C:35]([F:34])[CH:36]=2)[CH:11]=[CH:12][C:13]=1[O:14][CH2:15][CH2:16][N:17]1[CH2:23][CH2:22][CH2:21][O:20][CH2:19][CH2:18]1. The yield is 0.530. (6) The yield is 0.420. The reactants are [C:1]1([S:7]([C:10]2[CH:17]=[CH:16][C:13]([CH:14]=O)=[CH:12][CH:11]=2)(=[O:9])=[O:8])[CH:6]=[CH:5][CH:4]=[CH:3][CH:2]=1.[C:18](=O)([O-])[O-].[K+].[K+].[N+](=C(P(=O)(OCC)OCC)C(=O)C)=[N-].O. The product is [C:14]([C:13]1[CH:16]=[CH:17][C:10]([S:7]([C:1]2[CH:6]=[CH:5][CH:4]=[CH:3][CH:2]=2)(=[O:9])=[O:8])=[CH:11][CH:12]=1)#[CH:18]. The catalyst is CO. (7) The reactants are [F:1][C:2]1[CH:7]=[CH:6][CH:5]=[C:4]([N+:8]([O-])=O)[C:3]=1[O:11][CH2:12][C:13]([O:15]C)=O. The catalyst is C(O)(=O)C.[Fe]. The product is [F:1][C:2]1[C:3]2[O:11][CH2:12][C:13](=[O:15])[NH:8][C:4]=2[CH:5]=[CH:6][CH:7]=1. The yield is 0.710.